This data is from Reaction yield outcomes from USPTO patents with 853,638 reactions. The task is: Predict the reaction yield, written as a fraction of the theoretical maximum amount of product (1.0 means a 100% yield; for example, 0.34 means a 34% yield). (1) The reactants are [Cl:1][C:2]1[CH:7]=[C:6]([C:8]2[C:17]3[C:12](=[CH:13][C:14]([S:18](OC4C(F)=C(F)C(F)=C(F)C=4F)(=[O:20])=[O:19])=[CH:15][CH:16]=3)[CH:11]=[CH:10][N:9]=2)[C:5]([O:33][CH3:34])=[CH:4][C:3]=1[C:35]1[CH:40]=[CH:39][CH:38]=[C:37]([F:41])[CH:36]=1.[S:42]1[N:46]=[CH:45][C:44]([NH2:47])=[N:43]1.C1COCC1.C[Si]([N-][Si](C)(C)C)(C)C.[Li+]. The catalyst is CO. The product is [Cl:1][C:2]1[CH:7]=[C:6]([C:8]2[C:17]3[C:12](=[CH:13][C:14]([S:18]([NH:47][C:44]4[CH:45]=[N:46][S:42][N:43]=4)(=[O:20])=[O:19])=[CH:15][CH:16]=3)[CH:11]=[CH:10][N:9]=2)[C:5]([O:33][CH3:34])=[CH:4][C:3]=1[C:35]1[CH:40]=[CH:39][CH:38]=[C:37]([F:41])[CH:36]=1. The yield is 0.571. (2) The reactants are [H-].[Na+].F[C:4]1[C:5](/[C:17](/[C:20]2[CH:25]=[CH:24][C:23]([F:26])=[CH:22][CH:21]=2)=[N:18]\[OH:19])=[N:6][CH:7]=[CH:8][C:9]=1[C:10]1[C:11]([OH:16])=[N:12][CH:13]=[N:14][CH:15]=1. The catalyst is C1COCC1.CN(C=O)C.C(Cl)Cl. The product is [F:26][C:23]1[CH:24]=[CH:25][C:20]([C:17]2[C:5]3=[N:6][CH:7]=[CH:8][C:9]([C:10]4[C:11]([OH:16])=[N:12][CH:13]=[N:14][CH:15]=4)=[C:4]3[O:19][N:18]=2)=[CH:21][CH:22]=1. The yield is 0.490. (3) The reactants are Cl[CH:2]1[NH+:11]2[CH2:12][CH2:13][C:14]3[C:19]([C:10]2=[CH:9][C:8]2[CH:7]=[CH:6][C:5]([O:23][CH3:24])=C(OC)[C:3]1=2)=[CH:18][C:17]1[O:20][CH2:21][O:22][C:16]=1[CH:15]=3.[Cl-].C[Mg]Cl.O1CCC[CH2:32]1.[CH2:36]([O:38][CH2:39][CH3:40])C. No catalyst specified. The product is [CH3:36][O:38][C:39]1[C:40]2[C:2]([CH3:3])([CH3:32])[N:11]3[CH2:12][CH2:13][C:14]4[C:19]([C:10]3=[CH:9][C:8]=2[CH:7]=[CH:6][C:5]=1[O:23][CH3:24])=[CH:18][C:17]1[O:20][CH2:21][O:22][C:16]=1[CH:15]=4. The yield is 0.870.